Predict the reaction yield, written as a fraction of the theoretical maximum amount of product (1.0 means a 100% yield; for example, 0.34 means a 34% yield). From a dataset of Reaction yield outcomes from USPTO patents with 853,638 reactions. (1) The reactants are Cl[C:2]1[C:11]2[C:6](=[CH:7][C:8]([O:14][CH2:15][CH2:16][CH2:17][N:18]3[CH2:22][CH2:21][CH2:20][CH2:19]3)=[C:9]([O:12][CH3:13])[CH:10]=2)[N:5]=[CH:4][N:3]=1.[CH3:23][C:24]1[NH:25][C:26]2[C:31]([C:32]=1[CH3:33])=[CH:30][C:29]([OH:34])=[CH:28][CH:27]=2.C(=O)([O-])[O-].[K+].[K+]. The catalyst is CN(C=O)C. The product is [CH3:23][C:24]1[NH:25][C:26]2[C:31]([C:32]=1[CH3:33])=[CH:30][C:29]([O:34][C:2]1[C:11]3[C:6](=[CH:7][C:8]([O:14][CH2:15][CH2:16][CH2:17][N:18]4[CH2:22][CH2:21][CH2:20][CH2:19]4)=[C:9]([O:12][CH3:13])[CH:10]=3)[N:5]=[CH:4][N:3]=1)=[CH:28][CH:27]=2. The yield is 0.330. (2) The reactants are [C:1]([NH:5][S:6]([C:9]1[CH:14]=[CH:13][C:12]([C:15]2[N:19]([CH2:20][CH:21]3[CH2:26][CH2:25][CH2:24][CH2:23][CH2:22]3)[CH:18]=[C:17]([C:27]([NH:29][CH2:30][CH2:31][C:32]([CH3:38])([CH3:37])[C:33]([O:35][CH3:36])=[O:34])=[O:28])[CH:16]=2)=[CH:11][C:10]=1[C:39]([F:42])([F:41])[F:40])(=[O:8])=[O:7])([CH3:4])([CH3:3])[CH3:2].C1C(=O)N([Cl:50])C(=O)C1. The catalyst is C1COCC1. The product is [C:1]([NH:5][S:6]([C:9]1[CH:14]=[CH:13][C:12]([C:15]2[N:19]([CH2:20][CH:21]3[CH2:26][CH2:25][CH2:24][CH2:23][CH2:22]3)[C:18]([Cl:50])=[C:17]([C:27]([NH:29][CH2:30][CH2:31][C:32]([CH3:37])([CH3:38])[C:33]([O:35][CH3:36])=[O:34])=[O:28])[CH:16]=2)=[CH:11][C:10]=1[C:39]([F:41])([F:42])[F:40])(=[O:8])=[O:7])([CH3:2])([CH3:3])[CH3:4]. The yield is 0.720. (3) The reactants are [CH2:1]([N:4]1[C@H:9]([CH3:10])[CH2:8][N:7](C(OCC)=O)[C@@H:6]([CH3:16])[CH2:5]1)[CH:2]=[CH2:3].[OH-].[K+].C(=O)=O.C1(C)C=CC=CC=1. The catalyst is C(O)C. The product is [CH2:1]([N:4]1[CH2:5][C@@H:6]([CH3:16])[NH:7][CH2:8][C@@H:9]1[CH3:10])[CH:2]=[CH2:3]. The yield is 0.690.